This data is from Experimentally validated miRNA-target interactions with 360,000+ pairs, plus equal number of negative samples. The task is: Binary Classification. Given a miRNA mature sequence and a target amino acid sequence, predict their likelihood of interaction. (1) The miRNA is hsa-miR-522-3p with sequence AAAAUGGUUCCCUUUAGAGUGU. The protein sequence of the target gene is MSFLFGSRSSKTFKPKKNIPEGSHQYELLKHAEATLGSGNLRMAVMLPEGEDLNEWVAVNTVDFFNQINMLYGTITDFCTEESCPVMSAGPKYEYHWADGTNIKKPIKCSAPKYIDYLMTWVQDQLDDETLFPSKIGVPFPKNFMSVAKTILKRLFRVYAHIYHQHFDPVIQLQEEAHLNTSFKHFIFFVQEFNLIDRRELAPLQELIEKLTSKDR. Result: 1 (interaction). (2) The miRNA is hsa-miR-4482-5p with sequence AACCCAGUGGGCUAUGGAAAUG. Result: 0 (no interaction). The protein sequence of the target gene is MIPPADSLLKYDTPVLVSRNTEKRSPKARLLKVSPQQPGPSGSAPQPPKTKLPSTPCVPDPTKQAEEILNAILPPREWVEDTQLWIQQVSSTPSTRMDVVHLQEQLDLKLQQRQARETGICPVRRELYSQCFDELIREVTINCAERGLLLLRVRDEIRMTIAAYQTLYESSVAFGMRKALQAEQGKSDMERKIAELETEKRDLERQVNEQKAKCEATEKRESERRQVEEKKHNEEIQFLKRTNQQLKAQLEGIIAPKK. (3) The miRNA is cel-miR-1822-3p with sequence GAGCUGCCCUCAGAAAAACUCU. The protein sequence of the target gene is MAGAGGGGCPAGGNDFQWCFSQVKGAIDEDVAEADIISTVEFNYSGDLLATGDKGGRVVIFQREQENKSRPHSRGEYNVYSTFQSHEPEFDYLKSLEIEEKINKIRWLPQQNAAHFLLSTNDKTIKLWKISERDKRAEGYNLKDEDGRLRDPFRITALRVPILKPMDLMVEASPRRIFANAHTYHINSISVNSDHETYLSADDLRINLWHLEITDRSFNIVDIKPANMEELTEVITAAEFHPHQCNVFVYSSSKGTIRLCDMRSSALCDRHSKFFEEPEDPSSRSFFSEIISSISDVKFS.... Result: 0 (no interaction). (4) The miRNA is hsa-miR-376c-5p with sequence GGUGGAUAUUCCUUCUAUGUU. The protein sequence of the target gene is MAGLELLSDQGYRIDGRRAGELRKIQARMGVFAQADGSAYIEQGNTKALAVVYGPHEIRGSRSRALPDRALVNCQYSSATFSTGERKRRPHGDRKSCEMGLQLRQTFEAAILTQLHPRSQIDIYVQVLQADGGTYAACVNAATLAVMDAGIPMRDFVCACSAGFVDGTALADLSHVEEAAGGPQLALALLPASGQIALLEMDSRLHEDHLEQVLEAAAQAARGVHTLLDLVVRQHVQEASVSLGD. Result: 0 (no interaction). (5) The miRNA is hsa-miR-3196 with sequence CGGGGCGGCAGGGGCCUC. The protein sequence of the target gene is MRRLPRALLLQLRLALLVAAGAPEVLVSAPRSLVWGPGLQAAVVLPVRYFYLQAVNSEGQNLTRSPAGETPFKVVVKSLSPKELVRIHVPKPLDRNDGTFLMRYRMYETVDEGLKIEVLYGDEHVAQSPYILKGPVYHEYCECPEDPQAWQKTLSCPTKEPQIAKDFASFPSINLQQMLKEVPKRFGDERGAIVHYTILNNHVYRRSLGKYTDFKMFSDEILLSLTRKVLLPDLEFYVNLGDWPLEHRKVNGTPSPIPIISWCGSLDSRDVVLPTYDITHSMLEAMRGVTNDLLSIQGNT.... Result: 1 (interaction). (6) Result: 0 (no interaction). The miRNA is hsa-miR-3193 with sequence UCCUGCGUAGGAUCUGAGGAGU. The protein sequence of the target gene is MDLGSSSDSAPDCWDQVDMEAPGSAPSGDGIAPAAMAAAEAAEAEAQRKHLSLAFSSQLNIHAKPFVPSVSAAEFVPSFLPGSAQPPAPTASSCDETCIGGAGEPEGKRMEWGAPVEPSKDGPLVSWEGSSSVVTMELSEPVVENGEVEMALEESWELKEVSEAKPEASLGDAGPPEESVKEVMEEKEEVRKSKSVSIPSGAPKKEHVNVVFIGHVDAGKSTIGGQIMFLTGMVDRRTLEKYEREAKEKNRETWYLSWALDTNQEERDKGKTVEVGRAYFETEKKHFTILDAPGHKSFVP....